From a dataset of Drug-target binding data from BindingDB using IC50 measurements. Regression. Given a target protein amino acid sequence and a drug SMILES string, predict the binding affinity score between them. We predict pIC50 (pIC50 = -log10(IC50 in M); higher means more potent). Dataset: bindingdb_ic50. The compound is O=C(NCCCNCc1ccc2ccccc2c1)c1ccc2nc(NC(=O)C3CCCCC3)sc2c1. The target protein sequence is MSGDNTGNKSNSAPSKSIEELLKLLAMGQELSPAQQKEMKDYKFWKTQPVPSLSETVTEEGPIDKLKTPEDVPNDPLPLISDFEWSTLDIDDNLQLDELYKLLYDNYVEDIDATFRFKYSHEFFQWALKPPGWRKDWHVGVRVKSTGKLVAFIAATPVTFKLNKSNKVIDSVEINFLCIHKKLRNKRLAPVLIKEITRRVNKQNIWQALYTGGSILPTPLTTCRYQHRPINWSKLHDVGFSHLPPNQTKSSMVASYTLPNNPKLKGLRPMTGKDVSTVLSLLYKYQERFDIVQLFTEEEFKHWMLGHDENSDSNVVKSYVVEDENGIITDYFSYYLLPFTVLDNAQHDELGIAYLFYYASDSFEKPNYKKRLNELITDALITSKKFGVDVFNCLTCQDNTYFLKDCKFGSGDGFLNYYLFNYRTFPMDGGIDKKTKEVVEDQTSGIGVVLL. The pIC50 is 5.0.